Predict the reactants needed to synthesize the given product. From a dataset of Full USPTO retrosynthesis dataset with 1.9M reactions from patents (1976-2016). (1) Given the product [Cl:1][C:2]1[CH:7]=[CH:6][C:5]([C:8]([CH3:30])([CH3:31])[CH2:9][C:10]([C:26]([F:27])([F:29])[F:28])([OH:25])[CH2:11][NH:12][C:13]2[CH:22]=[CH:21][CH:20]=[C:19]3[C:14]=2[CH:15]=[CH:16][C:17]([CH2:23][OH:24])=[N:18]3)=[C:4]([OH:32])[CH:3]=1, predict the reactants needed to synthesize it. The reactants are: [Cl:1][C:2]1[CH:7]=[CH:6][C:5]([C:8]([CH3:31])([CH3:30])[CH2:9][C:10]([C:26]([F:29])([F:28])[F:27])([OH:25])[CH2:11][NH:12][C:13]2[CH:22]=[CH:21][CH:20]=[C:19]3[C:14]=2[CH:15]=[CH:16][C:17]([CH2:23][OH:24])=[N:18]3)=[C:4]([O:32]C)[CH:3]=1.B(Br)(Br)Br. (2) Given the product [Br:3][C:4]1[CH:5]=[CH:6][C:7]([N:12]2[CH2:16][CH2:15][CH2:14][CH:13]2[CH3:17])=[C:8]([CH2:10][O:11][CH3:18])[CH:9]=1, predict the reactants needed to synthesize it. The reactants are: [H-].[Na+].[Br:3][C:4]1[CH:5]=[CH:6][C:7]([N:12]2[CH2:16][CH2:15][CH2:14][CH:13]2[CH3:17])=[C:8]([CH2:10][OH:11])[CH:9]=1.[CH3:18]I. (3) Given the product [C:42]([O:41][C:39]([CH2:38][N:9]1[CH2:8][C:7]2([CH2:6][C:5]3[CH:26]=[CH:27][C:2]([Br:1])=[CH:3][CH:4]=3)[N:12]([C:13](=[O:25])[N:14]([C:17]3[CH:22]=[C:21]([Cl:23])[CH:20]=[C:19]([Cl:24])[CH:18]=3)[C:15]2=[O:16])[CH2:11][CH2:10]1)=[O:40])([CH3:45])([CH3:44])[CH3:43], predict the reactants needed to synthesize it. The reactants are: [Br:1][C:2]1[CH:27]=[CH:26][C:5]([CH2:6][C:7]23[C:15](=[O:16])[N:14]([C:17]4[CH:22]=[C:21]([Cl:23])[CH:20]=[C:19]([Cl:24])[CH:18]=4)[C:13](=[O:25])[N:12]2[CH2:11][CH2:10][NH:9][CH2:8]3)=[CH:4][CH:3]=1.CCN(C(C)C)C(C)C.Br[CH2:38][C:39]([O:41][C:42]([CH3:45])([CH3:44])[CH3:43])=[O:40]. (4) Given the product [CH3:1][O:2][C:3]1[CH:4]=[C:5]([CH:8]=[CH:9][C:10]=1[O:11][CH3:12])[CH2:6][NH:7][C:36]([C:26]1[C:27]([C:30]2[CH:35]=[CH:34][CH:33]=[CH:32][N:31]=2)=[N:28][CH:29]=[C:24]([C:23]2[C:18]([F:17])=[N:19][CH:20]=[C:21]([CH3:40])[CH:22]=2)[CH:25]=1)=[O:37], predict the reactants needed to synthesize it. The reactants are: [CH3:1][O:2][C:3]1[CH:4]=[C:5]([CH:8]=[CH:9][C:10]=1[O:11][CH3:12])[CH2:6][NH2:7].C[Al](C)C.[F:17][C:18]1[C:23]([C:24]2[CH:25]=[C:26]([C:36](OC)=[O:37])[C:27]([C:30]3[CH:35]=[CH:34][CH:33]=[CH:32][N:31]=3)=[N:28][CH:29]=2)=[CH:22][C:21]([CH3:40])=[CH:20][N:19]=1. (5) Given the product [C:34]([Si:31]([CH3:32])([CH3:33])[O:30][C:27]1[CH:28]=[CH:29][C:24]([C:19]([C:16]2[CH:17]=[CH:18][C:13]([C:50]3[O:46][C:47]([C:44]([OH:43])([CH3:45])[CH3:1])=[CH:48][CH:49]=3)=[C:14]([CH3:39])[CH:15]=2)([CH2:20][CH3:21])[CH2:22][CH3:23])=[CH:25][C:26]=1[CH3:38])([CH3:37])([CH3:36])[CH3:35], predict the reactants needed to synthesize it. The reactants are: [CH3:1][Mg]Br.COC(C1OC([C:13]2[CH:18]=[CH:17][C:16]([C:19]([C:24]3[CH:29]=[CH:28][C:27]([O:30][Si:31]([C:34]([CH3:37])([CH3:36])[CH3:35])([CH3:33])[CH3:32])=[C:26]([CH3:38])[CH:25]=3)([CH2:22][CH3:23])[CH2:20][CH3:21])=[CH:15][C:14]=2[CH3:39])=CC=1)=O.C([O:43][CH2:44][CH3:45])(=O)C.[O:46]1[CH2:50][CH2:49][CH2:48][CH2:47]1. (6) Given the product [Cl:32][C:33]1[C:41]([F:42])=[CH:40][CH:39]=[C:38]([F:43])[C:34]=1[C:35]([NH:22][C:2]([CH3:3])([C:4]1([C:16]2[CH:21]=[CH:20][CH:19]=[CH:18][N:17]=2)[CH2:9][CH2:8][N:7]([S:10]([CH2:13][CH2:14][CH3:15])(=[O:12])=[O:11])[CH2:6][CH2:5]1)[CH3:1])=[O:36], predict the reactants needed to synthesize it. The reactants are: [CH3:1][C:2]([NH2:22])([C:4]1([C:16]2[CH:21]=[CH:20][CH:19]=[CH:18][N:17]=2)[CH2:9][CH2:8][N:7]([S:10]([CH2:13][CH2:14][CH3:15])(=[O:12])=[O:11])[CH2:6][CH2:5]1)[CH3:3].CCN(C(C)C)C(C)C.[Cl:32][C:33]1[C:41]([F:42])=[CH:40][CH:39]=[C:38]([F:43])[C:34]=1[C:35](Cl)=[O:36]. (7) Given the product [O:35]1[CH2:40][CH2:39][N:38]([C:41]2[C:46]([NH:47][C:55]3[C:64]4[C:59](=[C:60]([F:66])[CH:61]=[C:62]([F:65])[CH:63]=4)[N:58]=[C:57]([C:67]4[CH:72]=[CH:71][CH:70]=[CH:69][N:68]=4)[C:56]=3[CH3:73])=[CH:45][C:44]([N:48]3[CH2:49][CH2:50][O:51][CH2:52][CH2:53]3)=[CH:43][N:42]=2)[CH2:37][CH2:36]1, predict the reactants needed to synthesize it. The reactants are: C1(P(C2CCCCC2)C2C=CC=CC=2C2C(C(C)C)=CC(C(C)C)=CC=2C(C)C)CCCCC1.[O:35]1[CH2:40][CH2:39][N:38]([C:41]2[C:46]([NH2:47])=[CH:45][C:44]([N:48]3[CH2:53][CH2:52][O:51][CH2:50][CH2:49]3)=[CH:43][N:42]=2)[CH2:37][CH2:36]1.Cl[C:55]1[C:64]2[C:59](=[C:60]([F:66])[CH:61]=[C:62]([F:65])[CH:63]=2)[N:58]=[C:57]([C:67]2[CH:72]=[CH:71][CH:70]=[CH:69][N:68]=2)[C:56]=1[CH3:73].CC(C)([O-])C.[Na+]. (8) Given the product [C:1]([O:5][C:6](=[O:7])[NH:8][C@H:9]([CH2:13][CH:14]1[CH2:16][CH2:15]1)[C:10]([NH2:27])=[O:11])([CH3:4])([CH3:3])[CH3:2], predict the reactants needed to synthesize it. The reactants are: [C:1]([O:5][C:6]([NH:8][C@H:9]([CH2:13][CH:14]1[CH2:16][CH2:15]1)[C:10](O)=[O:11])=[O:7])([CH3:4])([CH3:3])[CH3:2].C(Cl)CCl.C1C=CC2N(O)N=[N:27]C=2C=1.N.CO. (9) Given the product [Cl:1][C:2]1[C:3]([C:23]2[N:27]3[CH:28]=[CH:29][CH:30]=[CH:31][C:26]3=[N:25][CH:24]=2)=[N:4][C:5]([NH:8][C:9]2[CH:14]=[CH:13][C:12]([O:15][C@@H:16]3[CH2:20][CH2:19][N:18]([C:32](=[O:34])[CH3:33])[CH2:17]3)=[CH:11][C:10]=2[O:21][CH3:22])=[N:6][CH:7]=1, predict the reactants needed to synthesize it. The reactants are: [Cl:1][C:2]1[C:3]([C:23]2[N:27]3[CH:28]=[CH:29][CH:30]=[CH:31][C:26]3=[N:25][CH:24]=2)=[N:4][C:5]([NH:8][C:9]2[CH:14]=[CH:13][C:12]([O:15][C@@H:16]3[CH2:20][CH2:19][NH:18][CH2:17]3)=[CH:11][C:10]=2[O:21][CH3:22])=[N:6][CH:7]=1.[C:32](OC(=O)C)(=[O:34])[CH3:33].